Dataset: Reaction yield outcomes from USPTO patents with 853,638 reactions. Task: Predict the reaction yield, written as a fraction of the theoretical maximum amount of product (1.0 means a 100% yield; for example, 0.34 means a 34% yield). (1) The reactants are FC(F)(F)S(O[C:7]1[C:11]([CH3:12])=[C:10]([NH2:13])[N:9]([C:14]2[CH:19]=[CH:18][CH:17]=[CH:16][CH:15]=2)[N:8]=1)(=O)=O.[CH:22]1([B-](F)(F)F)[CH2:24][CH2:23]1.[K+].[O-]P([O-])([O-])=O.[K+].[K+].[K+].C1(P(C2CCCCC2)C2C=CC=CC=2C2C(C(C)C)=CC=CC=2C(C)C)CCCCC1. The catalyst is C1(C)C=CC=CC=1.CC([O-])=O.CC([O-])=O.[Pd+2]. The product is [CH:22]1([C:7]2[C:11]([CH3:12])=[C:10]([NH2:13])[N:9]([C:14]3[CH:19]=[CH:18][CH:17]=[CH:16][CH:15]=3)[N:8]=2)[CH2:24][CH2:23]1. The yield is 0.750. (2) The reactants are [CH2:1]([S:8]([N:11]1[CH2:16][CH2:15][CH:14]([CH2:17][N:18]2[C:26]3[C:21](=[CH:22][C:23]([C:27]4[CH:28]=[N:29][N:30](C5CCCCO5)[CH:31]=4)=[CH:24][CH:25]=3)[CH:20]=[N:19]2)[CH2:13][CH2:12]1)(=[O:10])=[O:9])[C:2]1[CH:7]=[CH:6][CH:5]=[CH:4][CH:3]=1.O.C1(C)C=CC(S(O)(=O)=O)=CC=1. The catalyst is CO.ClCCl. The product is [CH2:1]([S:8]([N:11]1[CH2:16][CH2:15][CH:14]([CH2:17][N:18]2[C:26]3[C:21](=[CH:22][C:23]([C:27]4[CH:28]=[N:29][NH:30][CH:31]=4)=[CH:24][CH:25]=3)[CH:20]=[N:19]2)[CH2:13][CH2:12]1)(=[O:9])=[O:10])[C:2]1[CH:7]=[CH:6][CH:5]=[CH:4][CH:3]=1. The yield is 0.740. (3) The reactants are N[CH2:2][CH2:3]N.[C:5]([CH2:8][C:9](=O)[CH3:10])(=O)[CH3:6]. The catalyst is C(O)C. The product is [CH:3]1[CH:2]=[C:10]2[C:8]([CH:9]=[C:10]3[C:8](=[CH:9]2)[CH:5]=[CH:6][CH:3]=[CH:2]3)=[CH:5][CH:6]=1. The yield is 0.650. (4) The reactants are [CH3:1][N:2]1[C:6]([CH:7]2[C:16](=O)[C:15]3[C:14]([C:18]([O:20]CC)=O)=[CH:13][CH:12]=[CH:11][C:10]=3[NH:9][CH:8]2[C:23]2[CH:28]=[CH:27][CH:26]=[CH:25][CH:24]=2)=[CH:5][N:4]=[CH:3]1.O.[NH2:30][NH2:31]. The catalyst is CO. The product is [CH3:1][N:2]1[C:6]([CH:7]2[C:16]3=[N:30][NH:31][C:18](=[O:20])[C:14]4[CH:13]=[CH:12][CH:11]=[C:10]([C:15]=43)[NH:9][CH:8]2[C:23]2[CH:28]=[CH:27][CH:26]=[CH:25][CH:24]=2)=[CH:5][N:4]=[CH:3]1. The yield is 0.460. (5) The catalyst is CCOC(C)=O. The reactants are [CH3:1][C:2]1([CH3:31])[N:6]([C:7]2[S:8][C:9]3[CH:15]=[C:14]([CH2:16][N:17]4[C:21]5[CH:22]=[CH:23][C:24]([OH:26])=[CH:25][C:20]=5[N:19]=[CH:18]4)[CH:13]=[CH:12][C:10]=3[N:11]=2)[C@@H:5]2[CH2:27][CH2:28][CH2:29][CH2:30][C@H:4]2[O:3]1.I[CH2:33][CH2:34][N:35]1[CH2:40][CH2:39][O:38][CH2:37][CH2:36]1.C([O-])([O-])=O.[Cs+].[Cs+].CN1C(=O)CCC1. The yield is 0.670. The product is [CH3:1][C:2]1([CH3:31])[N:6]([C:7]2[S:8][C:9]3[CH:15]=[C:14]([CH2:16][N:17]4[C:21]5[CH:22]=[CH:23][C:24]([O:26][CH2:33][CH2:34][N:35]6[CH2:40][CH2:39][O:38][CH2:37][CH2:36]6)=[CH:25][C:20]=5[N:19]=[CH:18]4)[CH:13]=[CH:12][C:10]=3[N:11]=2)[C@@H:5]2[CH2:27][CH2:28][CH2:29][CH2:30][C@H:4]2[O:3]1. (6) The reactants are [CH3:1][N:2]1[C:6]2=[N:7][CH:8]=[CH:9][C:10]([N:11]3[CH2:16][CH2:15][CH2:14][C@@H:13]([NH:17][C:18](=[O:20])[OH:19])[CH2:12]3)=[C:5]2[NH:4][C:3]1=[O:21].Br[CH2:23][C:24]1[CH:31]=[CH:30][C:27]([C:28]#[N:29])=[CH:26][CH:25]=1. No catalyst specified. The product is [C:24]([O:20][C:18](=[O:19])[NH:17][C@@H:13]1[CH2:14][CH2:15][CH2:16][N:11]([C:10]2[CH:9]=[CH:8][N:7]=[C:6]3[N:2]([CH3:1])[C:3](=[O:21])[N:4]([CH2:23][C:24]4[CH:31]=[CH:30][C:27]([C:28]#[N:29])=[CH:26][CH:25]=4)[C:5]=23)[CH2:12]1)([CH3:31])([CH3:25])[CH3:23]. The yield is 0.756. (7) The reactants are O[CH2:2][C:3]1[CH:8]=[CH:7][C:6]([NH:9][C:10](=[O:26])[CH2:11][C:12]([CH3:25])([C:14]2[C:19](=[O:20])[C:18]([CH3:21])=[C:17]([CH3:22])[C:16](=[O:23])[C:15]=2[CH3:24])[CH3:13])=[CH:5][CH:4]=1.C(Br)(Br)(Br)[Br:28].C1C=CC(P(C2C=CC=CC=2)C2C=CC=CC=2)=CC=1. The catalyst is C(Cl)Cl. The product is [Br:28][CH2:2][C:3]1[CH:8]=[CH:7][C:6]([NH:9][C:10](=[O:26])[CH2:11][C:12]([CH3:25])([C:14]2[C:19](=[O:20])[C:18]([CH3:21])=[C:17]([CH3:22])[C:16](=[O:23])[C:15]=2[CH3:24])[CH3:13])=[CH:5][CH:4]=1. The yield is 0.310. (8) The yield is 0.830. The reactants are C(O[CH:5]1[O:21][C@H:20]([CH2:22][O:23][CH2:24][C:25]2[CH:30]=[CH:29][CH:28]=[CH:27][CH:26]=2)[C@@:11]([CH:31]=[CH2:32])([O:12][CH2:13][C:14]2[CH:19]=[CH:18][CH:17]=[CH:16][CH:15]=2)[C@H:6]1[O:7][C:8](=[O:10])[CH3:9])(=O)C.[NH:33]1[CH:41]=[C:39]([CH3:40])[C:37](=[O:38])[NH:36][C:34]1=[O:35].C/C(/O[Si](C)(C)C)=N\[Si](C)(C)C.O([Si](C)(C)C)S(C(F)(F)F)(=O)=O. The catalyst is C(#N)C. The product is [C:8]([O:7][C@@H:6]1[C@:11]([CH:31]=[CH2:32])([O:12][CH2:13][C:14]2[CH:19]=[CH:18][CH:17]=[CH:16][CH:15]=2)[C@@H:20]([CH2:22][O:23][CH2:24][C:25]2[CH:26]=[CH:27][CH:28]=[CH:29][CH:30]=2)[O:21][C@H:5]1[N:33]1[CH:41]=[C:39]([CH3:40])[C:37](=[O:38])[NH:36][C:34]1=[O:35])(=[O:10])[CH3:9]. (9) The reactants are Br.Br[CH2:3][C:4]1[N:5]=[C:6]2[C:11](=[N:12][CH:13]=1)[N:10]=[C:9]([NH2:14])[N:8]=[C:7]2[NH2:15].Cl.[C:17]([O:21][C:22](=[O:37])[CH:23]([NH2:36])[CH2:24][C:25]1[CH:30]=[CH:29][C:28]([O:31][C:32]([CH3:35])([CH3:34])[CH3:33])=[CH:27][CH:26]=1)([CH3:20])([CH3:19])[CH3:18].C(N(C(C)C)C(C)C)C.C(=O)(O)[O-]. The catalyst is CN(C)C(=O)C. The product is [C:17]([O:21][C:22](=[O:37])[CH:23]([NH:36][CH2:3][C:4]1[N:5]=[C:6]2[C:11](=[N:12][CH:13]=1)[N:10]=[C:9]([NH2:14])[N:8]=[C:7]2[NH2:15])[CH2:24][C:25]1[CH:26]=[CH:27][C:28]([O:31][C:32]([CH3:35])([CH3:34])[CH3:33])=[CH:29][CH:30]=1)([CH3:18])([CH3:20])[CH3:19]. The yield is 0.410. (10) The reactants are [Cl:1][C:2]1[CH:3]=[C:4]([CH:12]([CH2:32][C@H:33]2[CH2:53][CH2:52][C:35]3([O:39][C@H:38]([C:40]4[CH:45]=[CH:44][CH:43]=[CH:42][CH:41]=4)[C@@H:37]([C:46]4[CH:51]=[CH:50][CH:49]=[CH:48][CH:47]=4)[O:36]3)[CH2:34]2)[C:13](=O)[CH2:14][CH2:15][C:16]([C:18]2[S:19][C:20]([CH2:23][O:24]C3CCCCO3)=[CH:21][N:22]=2)=O)[CH:5]=[CH:6][C:7]=1[S:8]([CH3:11])(=[O:10])=[O:9].C([O-])(=O)C.[NH4+:58].C(=O)([O-])O.[Na+]. The catalyst is C(O)(=O)C.C(OCC)(=O)C. The product is [Cl:1][C:2]1[CH:3]=[C:4]([CH:12]([C:13]2[NH:58][C:16]([C:18]3[S:19][C:20]([CH2:23][OH:24])=[CH:21][N:22]=3)=[CH:15][CH:14]=2)[CH2:32][C@H:33]2[CH2:53][CH2:52][C:35]3([O:36][C@H:37]([C:46]4[CH:47]=[CH:48][CH:49]=[CH:50][CH:51]=4)[C@@H:38]([C:40]4[CH:41]=[CH:42][CH:43]=[CH:44][CH:45]=4)[O:39]3)[CH2:34]2)[CH:5]=[CH:6][C:7]=1[S:8]([CH3:11])(=[O:10])=[O:9]. The yield is 0.420.